From a dataset of Reaction yield outcomes from USPTO patents with 853,638 reactions. Predict the reaction yield, written as a fraction of the theoretical maximum amount of product (1.0 means a 100% yield; for example, 0.34 means a 34% yield). (1) The reactants are [NH2:1][C:2]1[CH:7]=[CH:6][CH:5]=[CH:4][C:3]=1[NH:8][C:9]([C:11]1[N:12]=[CH:13][C:14]2[C:19]([CH:20]=1)=[CH:18][CH:17]=[C:16]([N:21]1[CH2:26][CH2:25][N:24](C(OC(C)(C)C)=O)[CH2:23][CH2:22]1)[CH:15]=2)=[O:10].C(O)(C(F)(F)F)=O. The catalyst is C(Cl)Cl. The product is [NH2:1][C:2]1[CH:7]=[CH:6][CH:5]=[CH:4][C:3]=1[NH:8][C:9]([C:11]1[N:12]=[CH:13][C:14]2[C:19]([CH:20]=1)=[CH:18][CH:17]=[C:16]([N:21]1[CH2:22][CH2:23][NH:24][CH2:25][CH2:26]1)[CH:15]=2)=[O:10]. The yield is 0.700. (2) The reactants are [F:1][C:2]1[CH:10]=[CH:9][C:8]([CH:11]=[O:12])=[CH:7][C:3]=1[C:4]([OH:6])=O.F[P-](F)(F)(F)(F)F.N1(OC(N(C)C)=[N+](C)C)C2C=CC=CC=2N=N1.C(N(CC)C(C)C)(C)C.[NH:46]1[CH2:50][CH2:49][C@@H:48]([NH:51][C:52](=[O:61])[O:53][CH2:54][C:55]2[CH:60]=[CH:59][CH:58]=[CH:57][CH:56]=2)[CH2:47]1. The catalyst is CN(C=O)C. The product is [F:1][C:2]1[CH:10]=[CH:9][C:8]([CH:11]=[O:12])=[CH:7][C:3]=1[C:4]([N:46]1[CH2:50][CH2:49][C@@H:48]([NH:51][C:52](=[O:61])[O:53][CH2:54][C:55]2[CH:56]=[CH:57][CH:58]=[CH:59][CH:60]=2)[CH2:47]1)=[O:6]. The yield is 0.680.